This data is from Full USPTO retrosynthesis dataset with 1.9M reactions from patents (1976-2016). The task is: Predict the reactants needed to synthesize the given product. (1) Given the product [NH2:4][C:5]1[N:10]=[C:9]([C:11]2[CH:20]=[C:19]3[C:14]([CH2:15][CH2:16][N:17]([C:21]([NH:23][C@H:24]([CH2:28][C:29]4[CH:34]=[CH:33][CH:32]=[CH:31][CH:30]=4)[C:25]([N:2]([CH3:3])[CH3:1])=[O:26])=[O:22])[CH2:18]3)=[CH:13][CH:12]=2)[CH:8]=[C:7]([N:35]2[CH2:40][CH2:39][N:38]([CH3:41])[CH2:37][CH2:36]2)[N:6]=1, predict the reactants needed to synthesize it. The reactants are: [CH3:1][NH:2][CH3:3].[NH2:4][C:5]1[N:10]=[C:9]([C:11]2[CH:20]=[C:19]3[C:14]([CH2:15][CH2:16][N:17]([C:21]([NH:23][C@@H:24]([CH2:28][C:29]4[CH:34]=[CH:33][CH:32]=[CH:31][CH:30]=4)[C:25](O)=[O:26])=[O:22])[CH2:18]3)=[CH:13][CH:12]=2)[CH:8]=[C:7]([N:35]2[CH2:40][CH2:39][N:38]([CH3:41])[CH2:37][CH2:36]2)[N:6]=1.F[P-](F)(F)(F)(F)F.N1(O[P+](N(C)C)(N(C)C)N(C)C)C2C=CC=CC=2N=N1. (2) The reactants are: Br[C:2]1[C:7]([Cl:8])=[CH:6][N:5]=[C:4]([C:9]2[S:13][C:12]([S:14]([NH:17][NH:18][C:19]([O:21][C:22]([CH3:25])([CH3:24])[CH3:23])=[O:20])(=[O:16])=[O:15])=[CH:11][CH:10]=2)[N:3]=1.[CH:26]1([C:29]2[NH:33][N:32]=[C:31]([NH2:34])[CH:30]=2)[CH2:28][CH2:27]1. Given the product [Cl:8][C:7]1[C:2]([NH:34][C:31]2[CH:30]=[C:29]([CH:26]3[CH2:28][CH2:27]3)[NH:33][N:32]=2)=[N:3][C:4]([C:9]2[S:13][C:12]([S:14]([NH:17][NH:18][C:19]([O:21][C:22]([CH3:25])([CH3:24])[CH3:23])=[O:20])(=[O:16])=[O:15])=[CH:11][CH:10]=2)=[N:5][CH:6]=1, predict the reactants needed to synthesize it. (3) Given the product [CH3:1][NH:2][C:3]1[N:8]=[C:7]([C:9]2[CH:10]=[CH:11][CH:12]=[CH:13][CH:14]=2)[N:6]=[C:5]([NH:15][C@H:16]2[CH2:17][CH2:18][C@H:19]([C:22]([NH:34][CH2:33][C:28]3[CH:29]=[CH:30][CH:31]=[CH:32][C:27]=3[C:26]([F:25])([F:35])[F:36])=[O:24])[CH2:20][CH2:21]2)[N:4]=1, predict the reactants needed to synthesize it. The reactants are: [CH3:1][NH:2][C:3]1[N:8]=[C:7]([C:9]2[CH:14]=[CH:13][CH:12]=[CH:11][CH:10]=2)[N:6]=[C:5]([NH:15][C@H:16]2[CH2:21][CH2:20][C@H:19]([C:22]([OH:24])=O)[CH2:18][CH2:17]2)[N:4]=1.[F:25][C:26]([F:36])([F:35])[C:27]1[CH:32]=[CH:31][CH:30]=[CH:29][C:28]=1[CH2:33][NH2:34].CCN=C=NCCCN(C)C.C1C=CC2N(O)N=NC=2C=1.CN1CCOCC1. (4) Given the product [CH2:1]([O:8][C:9]1[C:10]([CH2:15][NH2:16])=[N:11][CH:12]=[CH:13][CH:14]=1)[C:2]1[CH:3]=[CH:4][CH:5]=[CH:6][CH:7]=1, predict the reactants needed to synthesize it. The reactants are: [CH2:1]([O:8][C:9]1[C:10]([C:15]#[N:16])=[N:11][CH:12]=[CH:13][CH:14]=1)[C:2]1[CH:7]=[CH:6][CH:5]=[CH:4][CH:3]=1.[H][H]. (5) Given the product [NH:46]([C:47]([N:36]([CH:37]1[CH2:38][CH2:39]1)[CH2:35][CH2:34][C@H:9]1[CH2:10][CH2:11][C@@H:12]([N:14]([CH:31]([CH3:33])[CH3:32])[C:15](=[O:30])[C:16]2[CH:21]=[CH:20][C:19]([O:22][CH3:23])=[C:18]([O:24][CH2:25][CH2:26][CH2:27][O:28][CH3:29])[CH:17]=2)[CH2:13][N:8]1[C:6]([O:5][C:1]([CH3:3])([CH3:4])[CH3:2])=[O:7])=[O:48])[C:40]1[CH:45]=[CH:44][CH:43]=[CH:42][CH:41]=1, predict the reactants needed to synthesize it. The reactants are: [C:1]([O:5][C:6]([N:8]1[CH2:13][C@H:12]([N:14]([CH:31]([CH3:33])[CH3:32])[C:15](=[O:30])[C:16]2[CH:21]=[CH:20][C:19]([O:22][CH3:23])=[C:18]([O:24][CH2:25][CH2:26][CH2:27][O:28][CH3:29])[CH:17]=2)[CH2:11][CH2:10][C@H:9]1[CH2:34][CH2:35][NH:36][CH:37]1[CH2:39][CH2:38]1)=[O:7])([CH3:4])([CH3:3])[CH3:2].[C:40]1([N:46]=[C:47]=[O:48])[CH:45]=[CH:44][CH:43]=[CH:42][CH:41]=1.N.O. (6) Given the product [CH3:8][CH:3]1[CH2:2][CH2:5][O:4]1.[C:21](=[O:22])([OH:4])[NH2:20].[CH2:8]=[CH:9][C:11]1[CH:16]=[CH:15][CH:14]=[CH:13][CH:12]=1, predict the reactants needed to synthesize it. The reactants are: C[C:2]1(CO)[CH2:5][O:4][CH2:3]1.[CH3:8][C:9]([C:11]1[CH:16]=[CH:15][CH:14]=[C:13](C([N:20]=[C:21]=[O:22])(C)C)[CH:12]=1)=C.